From a dataset of Reaction yield outcomes from USPTO patents with 853,638 reactions. Predict the reaction yield, written as a fraction of the theoretical maximum amount of product (1.0 means a 100% yield; for example, 0.34 means a 34% yield). (1) The reactants are Cl.[CH2:2]([O:4][C:5](=[O:8])[CH2:6][NH2:7])[CH3:3].[Cl:9][C:10]1[N:15]=[C:14](Cl)[C:13]([CH3:17])=[CH:12][N:11]=1.C(N(C(C)C)CC)(C)C. The catalyst is C(#N)C. The product is [Cl:9][C:10]1[N:15]=[C:14]([NH:7][CH2:6][C:5]([O:4][CH2:2][CH3:3])=[O:8])[C:13]([CH3:17])=[CH:12][N:11]=1. The yield is 0.810. (2) The reactants are [C:1]1([C:7]([N:9]2[CH2:13][CH2:12][CH:11]([CH2:14][N:15]3[C:23]4[C:18](=[CH:19][C:20]([C:24]5[CH:25]=[N:26][N:27](C6CCCCO6)[CH:28]=5)=[CH:21][CH:22]=4)[CH:17]=[CH:16]3)[CH2:10]2)=[O:8])[CH:6]=[CH:5][CH:4]=[CH:3][CH:2]=1.Cl.CO.ClCCl. The catalyst is CCO. The product is [NH:26]1[CH:25]=[C:24]([C:20]2[CH:19]=[C:18]3[C:23](=[CH:22][CH:21]=2)[N:15]([CH2:14][CH:11]2[CH2:12][CH2:13][N:9]([C:7]([C:1]4[CH:6]=[CH:5][CH:4]=[CH:3][CH:2]=4)=[O:8])[CH2:10]2)[CH2:16][CH2:17]3)[CH:28]=[N:27]1. The yield is 0.810.